Predict which catalyst facilitates the given reaction. From a dataset of Catalyst prediction with 721,799 reactions and 888 catalyst types from USPTO. (1) Reactant: [OH-].[Na+].C([O:5][C:6]([CH2:8][CH2:9][C:10]1[C:14](C(OC2C=CC=CC=2)=O)=[C:13]([CH3:24])[NH:12][C:11]=1C(OCC)=O)=[O:7])C.Cl. Product: [CH3:24][C:13]1[NH:12][CH:11]=[C:10]([CH2:9][CH2:8][C:6]([OH:7])=[O:5])[CH:14]=1. The catalyst class is: 196. (2) Reactant: [CH2:1]([CH:8]([NH:32][C:33]([C:35]1[CH:44]=[N:43][C:42]2[C:37](=[CH:38][CH:39]=[CH:40][CH:41]=2)[N:36]=1)=[O:34])[CH:9]([O:24][Si:25]([C:28]([CH3:31])([CH3:30])[CH3:29])([CH3:27])[CH3:26])[CH2:10][CH:11]([C:18](=[O:23])[NH:19][CH2:20][CH2:21][OH:22])[CH2:12][CH2:13][C:14]([F:17])([CH3:16])[CH3:15])[C:2]1[CH:7]=[CH:6][CH:5]=[CH:4][CH:3]=1.CC(OI1(OC(C)=O)(OC(C)=O)OC(=O)C2C1=CC=CC=2)=O. Product: [CH2:1]([CH:8]([NH:32][C:33]([C:35]1[CH:44]=[N:43][C:42]2[C:37](=[CH:38][CH:39]=[CH:40][CH:41]=2)[N:36]=1)=[O:34])[CH:9]([O:24][Si:25]([C:28]([CH3:31])([CH3:30])[CH3:29])([CH3:27])[CH3:26])[CH2:10][CH:11]([C:18](=[O:23])[NH:19][CH2:20][CH:21]=[O:22])[CH2:12][CH2:13][C:14]([F:17])([CH3:16])[CH3:15])[C:2]1[CH:3]=[CH:4][CH:5]=[CH:6][CH:7]=1. The catalyst class is: 158. (3) Reactant: Br[C:2]1[CH:6]=[CH:5][N:4]([Si:7]([CH:14]([CH3:16])[CH3:15])([CH:11]([CH3:13])[CH3:12])[CH:8]([CH3:10])[CH3:9])[CH:3]=1.C([Li])(C)(C)C.[CH2:22]([O:29][C:30]([N:32]1[CH2:37][CH2:36][C:35](=[O:38])[CH2:34][CH2:33]1)=[O:31])[C:23]1[CH:28]=[CH:27][CH:26]=[CH:25][CH:24]=1. Product: [CH2:22]([O:29][C:30]([N:32]1[CH2:37][CH2:36][C:35]([OH:38])([C:2]2[CH:6]=[CH:5][N:4]([Si:7]([CH:14]([CH3:16])[CH3:15])([CH:11]([CH3:13])[CH3:12])[CH:8]([CH3:10])[CH3:9])[CH:3]=2)[CH2:34][CH2:33]1)=[O:31])[C:23]1[CH:28]=[CH:27][CH:26]=[CH:25][CH:24]=1. The catalyst class is: 1.